From a dataset of Catalyst prediction with 721,799 reactions and 888 catalyst types from USPTO. Predict which catalyst facilitates the given reaction. (1) The catalyst class is: 3. Product: [Br:19][C:7]1[CH:6]=[C:5]2[C:10](=[CH:9][CH:8]=1)[NH:1][C:2](=[O:11])[CH2:3][CH2:4]2. Reactant: [NH:1]1[C:10]2[C:5](=[CH:6][CH:7]=[CH:8][CH:9]=2)[CH2:4][CH2:3][C:2]1=[O:11].C1C(=O)N([Br:19])C(=O)C1.O. (2) Reactant: [OH:1][C:2]1[CH:9]=[CH:8][C:5]([CH:6]=O)=[CH:4][CH:3]=1.[CH2:10]([NH:13][CH2:14][CH2:15][CH3:16])[CH2:11][CH3:12].C(OC)(OC)OC.C([BH3-])#N.[Na+]. Product: [CH2:10]([N:13]([CH2:6][C:5]1[CH:8]=[CH:9][C:2]([OH:1])=[CH:3][CH:4]=1)[CH2:14][CH2:15][CH3:16])[CH2:11][CH3:12]. The catalyst class is: 130. (3) Reactant: C(=O)([O-])[O-:2].[Ca+2:5].[CH3:6][CH:7]([C:9]1[N:13]([CH2:14][CH2:15][C@@H:16]([OH:24])[CH2:17][C@@H:18]([OH:23])[CH2:19][C:20]([OH:22])=[O:21])[C:12]([C:25]2[CH:26]=[CH:27][C:28]([F:31])=[CH:29][CH:30]=2)=[C:11]([C:32]2[CH:33]=[CH:34][CH:35]=[CH:36][CH:37]=2)[C:10]=1[C:38]([NH:40][C:41]1[CH:42]=[CH:43][CH:44]=[CH:45][CH:46]=1)=[O:39])[CH3:8]. Product: [CH3:8][CH:7]([C:9]1[N:13]([CH2:14][CH2:15][C@@H:16]([OH:24])[CH2:17][C@@H:18]([OH:23])[CH2:19][C:20]([O-:22])=[O:21])[C:12]([C:25]2[CH:26]=[CH:27][C:28]([F:31])=[CH:29][CH:30]=2)=[C:11]([C:32]2[CH:33]=[CH:34][CH:35]=[CH:36][CH:37]=2)[C:10]=1[C:38]([NH:40][C:41]1[CH:42]=[CH:43][CH:44]=[CH:45][CH:46]=1)=[O:39])[CH3:6].[CH3:8][CH:7]([C:9]1[N:13]([CH2:14][CH2:15][C@@H:16]([OH:24])[CH2:17][C@@H:18]([OH:23])[CH2:19][C:20]([O-:22])=[O:21])[C:12]([C:25]2[CH:26]=[CH:27][C:28]([F:31])=[CH:29][CH:30]=2)=[C:11]([C:32]2[CH:33]=[CH:34][CH:35]=[CH:36][CH:37]=2)[C:10]=1[C:38]([NH:40][C:41]1[CH:42]=[CH:43][CH:44]=[CH:45][CH:46]=1)=[O:39])[CH3:6].[OH2:2].[OH2:2].[OH2:2].[Ca+2:5]. The catalyst class is: 6. (4) Reactant: O[CH:2]1[CH2:6][CH2:5][CH:4]([C:7]([O:9][CH2:10][C:11]2[CH:16]=[CH:15][CH:14]=[CH:13][CH:12]=2)=[O:8])[CH2:3]1.CCN(S(F)(F)[F:23])CC. Product: [F:23][CH:2]1[CH2:6][CH2:5][CH:4]([C:7]([O:9][CH2:10][C:11]2[CH:16]=[CH:15][CH:14]=[CH:13][CH:12]=2)=[O:8])[CH2:3]1. The catalyst class is: 2.